This data is from Full USPTO retrosynthesis dataset with 1.9M reactions from patents (1976-2016). The task is: Predict the reactants needed to synthesize the given product. (1) Given the product [Na+:12].[CH2:1]([P:3]([OH:10])([CH2:5][CH2:6][C:7]([O-:9])=[O:8])=[O:4])[CH3:2], predict the reactants needed to synthesize it. The reactants are: [CH2:1]([P:3]([OH:10])([CH2:5][CH2:6][C:7]([OH:9])=[O:8])=[O:4])[CH3:2].[OH-].[Na+:12]. (2) Given the product [I:19][C:13]1[C:14]([C:16]2[N:22]=[CH:24][NH:29][N:18]=2)=[CH:15][N:11]([C:9]2[C:8]([CH3:20])=[CH:7][N:6]=[C:5]([NH:4][C:1](=[O:3])[CH3:2])[CH:10]=2)[N:12]=1, predict the reactants needed to synthesize it. The reactants are: [C:1]([NH:4][C:5]1[CH:10]=[C:9]([N:11]2[CH:15]=[C:14]([C:16]([NH2:18])=O)[C:13]([I:19])=[N:12]2)[C:8]([CH3:20])=[CH:7][N:6]=1)(=[O:3])[CH3:2].C[N:22]([CH:24](OC)OC)C.[NH2:29]N.O. (3) Given the product [Br:8][C:6]1[CH:5]=[CH:4][N:3]2[C:10]3[CH2:11][N:12]([C:17]([O:19][C:20]([CH3:23])([CH3:22])[CH3:21])=[O:18])[CH2:13][CH2:14][C:15]=3[N:1]=[C:2]2[CH:7]=1, predict the reactants needed to synthesize it. The reactants are: [NH2:1][C:2]1[CH:7]=[C:6]([Br:8])[CH:5]=[CH:4][N:3]=1.Br[CH:10]1[C:15](=O)[CH2:14][CH2:13][N:12]([C:17]([O:19][C:20]([CH3:23])([CH3:22])[CH3:21])=[O:18])[CH2:11]1. (4) Given the product [CH2:1]([O:8][C:9]([C:11]1[CH:20]=[C:19]([O:21][CH2:22][C:23]2[CH:28]=[CH:27][CH:26]=[CH:25][CH:24]=2)[C:18]2[C:13](=[C:14]([O:30][CH2:31][C:32]3[CH:37]=[CH:36][CH:35]=[CH:34][CH:33]=3)[CH:15]=[C:16]([C:53]3[CH:54]=[CH:55][C:50]([F:49])=[CH:51][CH:52]=3)[CH:17]=2)[N:12]=1)=[O:10])[C:2]1[CH:7]=[CH:6][CH:5]=[CH:4][CH:3]=1, predict the reactants needed to synthesize it. The reactants are: [CH2:1]([O:8][C:9]([C:11]1[CH:20]=[C:19]([O:21][CH2:22][C:23]2[CH:28]=[CH:27][CH:26]=[CH:25][CH:24]=2)[C:18]2[C:13](=[C:14]([O:30][CH2:31][C:32]3[CH:37]=[CH:36][CH:35]=[CH:34][CH:33]=3)[CH:15]=[C:16](Br)[CH:17]=2)[N:12]=1)=[O:10])[C:2]1[CH:7]=[CH:6][CH:5]=[CH:4][CH:3]=1.COC1C=CC(B(O)O)=CC=1.[F:49][C:50]1[CH:55]=[CH:54][C:53](B(O)O)=[CH:52][CH:51]=1. (5) Given the product [NH2:10][C@H:3]([CH2:4][C:5]1[S:6][CH:7]=[CH:8][CH:9]=1)[C:2]([NH2:1])=[O:18], predict the reactants needed to synthesize it. The reactants are: [NH2:1][C:2](=[O:18])[C@H:3]([NH:10]C(=O)OC(C)(C)C)[CH2:4][C:5]1[S:6][CH:7]=[CH:8][CH:9]=1. (6) Given the product [ClH:42].[ClH:42].[F:1][C:2]1[CH:3]=[C:4]([CH:37]=[CH:38][CH:39]=1)[CH2:5][N:6]1[CH2:10][CH2:9][C@@H:8]([NH:11][C:19]2[N:20]=[CH:21][C:22](/[CH:25]=[CH:26]/[C:27]([NH:28][OH:29])=[O:36])=[CH:23][CH:24]=2)[CH2:7]1, predict the reactants needed to synthesize it. The reactants are: [F:1][C:2]1[CH:3]=[C:4]([CH:37]=[CH:38][CH:39]=1)[CH2:5][N:6]1[CH2:10][CH2:9][C@@H:8]([N:11]([C:19]2[CH:24]=[CH:23][C:22](/[CH:25]=[CH:26]/[C:27](=[O:36])[NH:28][O:29]C3CCCCO3)=[CH:21][N:20]=2)C(=O)OC(C)(C)C)[CH2:7]1.CO.[ClH:42]. (7) The reactants are: [C:1]([O:5][C:6]([NH:8][C@H:9]1[CH2:13][CH2:12][C@H:11]([O:14][C:15]2[CH:20]=[C:19]([F:21])[CH:18]=[CH:17][C:16]=2[NH:22][C:23]2[C:24]3[C:31]([CH3:32])=[C:30]([C:33]([OH:35])=O)[S:29][C:25]=3[N:26]=[CH:27][N:28]=2)[CH2:10]1)=[O:7])([CH3:4])([CH3:3])[CH3:2].C[N:37](C(ON1N=NC2C=CC=CC1=2)=[N+](C)C)C.[B-](F)(F)(F)F.CCN(C(C)C)C(C)C.N. Given the product [C:1]([O:5][C:6](=[O:7])[NH:8][C@H:9]1[CH2:13][CH2:12][C@H:11]([O:14][C:15]2[CH:20]=[C:19]([F:21])[CH:18]=[CH:17][C:16]=2[NH:22][C:23]2[C:24]3[C:31]([CH3:32])=[C:30]([C:33](=[O:35])[NH2:37])[S:29][C:25]=3[N:26]=[CH:27][N:28]=2)[CH2:10]1)([CH3:2])([CH3:3])[CH3:4], predict the reactants needed to synthesize it.